The task is: Predict the reaction yield, written as a fraction of the theoretical maximum amount of product (1.0 means a 100% yield; for example, 0.34 means a 34% yield).. This data is from Reaction yield outcomes from USPTO patents with 853,638 reactions. (1) The reactants are [NH:1]1[CH:5]=[CH:4][CH:3]=[N:2]1.[H-].[Na+].[CH3:8][Si:9]([CH3:16])([CH3:15])[CH2:10][CH2:11][O:12][CH2:13]Cl. The catalyst is C1COCC1. The product is [CH3:8][Si:9]([CH3:16])([CH3:15])[CH2:10][CH2:11][O:12][CH2:13][N:1]1[CH:5]=[CH:4][CH:3]=[N:2]1. The yield is 1.05. (2) No catalyst specified. The yield is 0.900. The reactants are Cl.[NH2:2][CH2:3][C:4]1[CH:9]=[C:8]([F:10])[C:7]([NH:11][S:12]([CH3:15])(=[O:14])=[O:13])=[C:6]([C:16]#[CH:17])[CH:5]=1.[Cl:18][C:19]1[C:24]([CH:25]=[CH:26][C:27](O)=[O:28])=[CH:23][CH:22]=[C:21]([C:30]([F:33])([F:32])[F:31])[N:20]=1. The product is [Cl:18][C:19]1[C:24]([CH:25]=[CH:26][C:27]([NH:2][CH2:3][C:4]2[CH:9]=[C:8]([F:10])[C:7]([NH:11][S:12]([CH3:15])(=[O:14])=[O:13])=[C:6]([C:16]#[CH:17])[CH:5]=2)=[O:28])=[CH:23][CH:22]=[C:21]([C:30]([F:31])([F:32])[F:33])[N:20]=1. (3) The reactants are [CH3:1][C:2]([C:18]1[CH:23]=[CH:22][C:21]([NH:24][C:25](=[O:36])[C:26]2[CH:31]=[CH:30][C:29]([O:32][CH3:33])=[C:28]([O:34][CH3:35])[CH:27]=2)=[CH:20][CH:19]=1)([CH3:17])[CH2:3][NH:4][C:5](=[O:16])[CH2:6][C:7]1[CH:12]=[CH:11][CH:10]=[CH:9][C:8]=1[N+:13]([O-])=O. The catalyst is CO.[Pd]. The product is [NH2:13][C:8]1[CH:9]=[CH:10][CH:11]=[CH:12][C:7]=1[CH2:6][C:5]([NH:4][CH2:3][C:2]([C:18]1[CH:23]=[CH:22][C:21]([NH:24][C:25](=[O:36])[C:26]2[CH:31]=[CH:30][C:29]([O:32][CH3:33])=[C:28]([O:34][CH3:35])[CH:27]=2)=[CH:20][CH:19]=1)([CH3:17])[CH3:1])=[O:16]. The yield is 1.00. (4) The reactants are [CH2:1]([C:3]1[C:8]([CH2:9][S:10][C:11]2[N:16]=[C:15]([OH:17])[CH:14]=[C:13]([CH3:18])[N:12]=2)=[C:7]([CH2:19][CH3:20])[CH:6]=[CH:5][N:4]=1)[CH3:2].[ClH:21].O1CCOCC1. The catalyst is CO. The product is [ClH:21].[CH2:1]([C:3]1[C:8]([CH2:9][S:10][C:11]2[N:16]=[C:15]([OH:17])[CH:14]=[C:13]([CH3:18])[N:12]=2)=[C:7]([CH2:19][CH3:20])[CH:6]=[CH:5][N:4]=1)[CH3:2]. The yield is 0.960.